This data is from Forward reaction prediction with 1.9M reactions from USPTO patents (1976-2016). The task is: Predict the product of the given reaction. (1) Given the reactants C(Cl)Cl.[C:4]([O:8][C:9]([N:11]([CH2:34][C:35]([O:37][C:38]([CH3:41])([CH3:40])[CH3:39])=[O:36])[C:12]1[CH:17]=[CH:16][CH:15]=[C:14]([CH2:18][NH:19][CH2:20][C:21]2[CH:26]=[CH:25][C:24]([C:27]([CH3:33])([CH3:32])[CH2:28][CH2:29][CH2:30][CH3:31])=[CH:23][CH:22]=2)[N:13]=1)=[O:10])([CH3:7])([CH3:6])[CH3:5].[O:42]1[CH:46]=[CH:45][CH:44]=[C:43]1[S:47](Cl)(=[O:49])=[O:48].C(N(CC)CC)C, predict the reaction product. The product is: [C:4]([O:8][C:9]([N:11]([CH2:34][C:35]([O:37][C:38]([CH3:40])([CH3:39])[CH3:41])=[O:36])[C:12]1[CH:17]=[CH:16][CH:15]=[C:14]([CH:18]([S:47]([C:43]2[O:42][CH:46]=[CH:45][CH:44]=2)(=[O:49])=[O:48])[NH:19][CH2:20][C:21]2[CH:26]=[CH:25][C:24]([C:27]([CH3:33])([CH3:32])[CH2:28][CH2:29][CH2:30][CH3:31])=[CH:23][CH:22]=2)[N:13]=1)=[O:10])([CH3:7])([CH3:5])[CH3:6]. (2) The product is: [CH2:1]([O:3][C:4](=[O:17])[CH:5]([N:6]([C:10]([O:12][C:13]([CH3:16])([CH3:15])[CH3:14])=[O:11])[CH:7]1[CH2:8][CH2:9]1)[C:18](=[O:20])[CH3:19])[CH3:2]. Given the reactants [CH2:1]([O:3][C:4](=[O:17])[CH2:5][N:6]([C:10]([O:12][C:13]([CH3:16])([CH3:15])[CH3:14])=[O:11])[CH:7]1[CH2:9][CH2:8]1)[CH3:2].[C:18](Cl)(=[O:20])[CH3:19], predict the reaction product.